This data is from Forward reaction prediction with 1.9M reactions from USPTO patents (1976-2016). The task is: Predict the product of the given reaction. (1) Given the reactants [C:1]1([CH2:11][C:12]([OH:14])=[O:13])[CH:6]=[CH:5][C:4]([CH2:7][C:8]([OH:10])=[O:9])=[CH:3][CH:2]=1.Cl.[CH2:16](O)[CH3:17], predict the reaction product. The product is: [CH2:16]([O:9][C:8](=[O:10])[CH2:7][C:4]1[CH:3]=[CH:2][C:1]([CH2:11][C:12]([OH:14])=[O:13])=[CH:6][CH:5]=1)[CH3:17]. (2) Given the reactants [CH3:1][O:2][C:3](=[O:20])[C:4]1[CH:9]=[CH:8][C:7]([N:10]2[C:14]([NH2:15])=[CH:13][C:12]([C:16]([CH3:19])([CH3:18])[CH3:17])=[N:11]2)=[CH:6][CH:5]=1.C1N=CN([C:26]([N:28]2C=N[CH:30]=[CH:29]2)=[O:27])C=1.[N:33]1[CH:38]=[CH:37][C:36]([O:39][C:40]2[CH:45]=CC(N)=[CH:42][CH:41]=2)=[CH:35][CH:34]=1.CCOC(C)=O, predict the reaction product. The product is: [CH3:1][O:2][C:3](=[O:20])[C:4]1[CH:5]=[CH:6][C:7]([N:10]2[C:14]([NH:15][C:26]([NH:28][C:29]3[CH:30]=[CH:45][C:40]([O:39][C:36]4[CH:37]=[CH:38][N:33]=[CH:34][CH:35]=4)=[CH:41][CH:42]=3)=[O:27])=[CH:13][C:12]([C:16]([CH3:17])([CH3:19])[CH3:18])=[N:11]2)=[CH:8][CH:9]=1.